This data is from Catalyst prediction with 721,799 reactions and 888 catalyst types from USPTO. The task is: Predict which catalyst facilitates the given reaction. Reactant: [O:1]=[C:2]1[CH2:26][CH2:25][C@@:24]2([CH3:27])[CH:4]([C@@H:5]([OH:29])[CH2:6][C@@H:7]3[C@@H:23]2[CH2:22][CH2:21][C@@:20]2([CH3:28])[C@H:8]3[CH2:9][CH2:10][C@@H:11]2[C@H:12]([CH3:19])[CH2:13][CH2:14][C:15]([O:17][CH3:18])=[O:16])[CH2:3]1.[C:30](Cl)(=[O:37])[C:31]1[CH:36]=[CH:35][CH:34]=[CH:33][CH:32]=1.C(OCC)(=O)C.C([O-])(O)=O.[Na+]. Product: [O:1]=[C:2]1[CH2:26][CH2:25][C@@:24]2([CH3:27])[CH:4]([C@@H:5]([O:29][C:30](=[O:37])[C:31]3[CH:36]=[CH:35][CH:34]=[CH:33][CH:32]=3)[CH2:6][C@@H:7]3[C@@H:23]2[CH2:22][CH2:21][C@@:20]2([CH3:28])[C@H:8]3[CH2:9][CH2:10][C@@H:11]2[C@H:12]([CH3:19])[CH2:13][CH2:14][C:15]([O:17][CH3:18])=[O:16])[CH2:3]1. The catalyst class is: 17.